Dataset: Full USPTO retrosynthesis dataset with 1.9M reactions from patents (1976-2016). Task: Predict the reactants needed to synthesize the given product. (1) Given the product [CH3:26][C:27]1[CH:28]=[C:29]([N:33]2[CH2:38][CH2:37][N:36]([C:10]3[N:9]([C:5]4[CH:6]=[CH:7][CH:8]=[C:3]([C:2]([F:24])([F:1])[F:25])[CH:4]=4)[CH:18]([CH2:19][C:20]([O:22][CH3:23])=[O:21])[C:17]4[CH:16]=[CH:15][N:14]=[CH:13][C:12]=4[N:11]=3)[CH2:35][CH2:34]2)[CH:30]=[CH:31][CH:32]=1, predict the reactants needed to synthesize it. The reactants are: [F:1][C:2]([F:25])([F:24])[C:3]1[CH:4]=[C:5]([N:9]=[C:10]=[N:11][C:12]2[CH:13]=[N:14][CH:15]=[CH:16][C:17]=2/[CH:18]=[CH:19]/[C:20]([O:22][CH3:23])=[O:21])[CH:6]=[CH:7][CH:8]=1.[CH3:26][C:27]1[CH:28]=[C:29]([N:33]2[CH2:38][CH2:37][NH:36][CH2:35][CH2:34]2)[CH:30]=[CH:31][CH:32]=1. (2) Given the product [CH2:1]([S:3]([C:6]1[CH:11]=[CH:10][CH:9]=[CH:8][C:7]=1[C@H:12]([NH2:14])[CH3:13])(=[O:5])=[O:4])[CH3:2], predict the reactants needed to synthesize it. The reactants are: [CH2:1]([S:3]([C:6]1[CH:11]=[CH:10][CH:9]=[CH:8][C:7]=1[C@H:12]([NH:14]C(=O)C(C)(C)C)[CH3:13])(=[O:5])=[O:4])[CH3:2].Cl. (3) Given the product [CH:11]1[N:10]=[CH:9][N:8]2[CH:7]([C:6]3[CH:20]=[CH:21][C:3]([C:1]#[N:2])=[CH:4][C:5]=3[N+:22]([O-:24])=[O:23])[CH2:14][CH2:13][C:12]=12, predict the reactants needed to synthesize it. The reactants are: [C:1]([C:3]1[CH:21]=[CH:20][C:6]([CH2:7][N:8]2[C:12]([CH2:13][CH2:14]OS(C)(=O)=O)=[CH:11][N:10]=[CH:9]2)=[C:5]([N+:22]([O-:24])=[O:23])[CH:4]=1)#[N:2].[I-].[Na+].CCN(CC)CC.C(=O)([O-])[O-].[K+].[K+]. (4) The reactants are: Br[C:2]1[CH:7]=[CH:6][C:5]([C:8]2[NH:9][C:10](=[O:19])[C:11]3[C:16]([CH:17]=2)=[C:15]([CH3:18])[CH:14]=[CH:13][CH:12]=3)=[CH:4][CH:3]=1.[CH3:20][N:21](C=O)C. Given the product [CH3:18][C:15]1[CH:14]=[CH:13][CH:12]=[C:11]2[C:16]=1[CH:17]=[C:8]([C:5]1[CH:6]=[CH:7][C:2]([C:20]#[N:21])=[CH:3][CH:4]=1)[NH:9][C:10]2=[O:19], predict the reactants needed to synthesize it. (5) Given the product [C:28]([C:20]1[CH:19]=[C:18]([CH:23]=[CH:22][C:21]=1[O:24][CH:25]([CH3:26])[CH3:27])[C:39]([O:42][CH3:32])=[O:40])#[N:29], predict the reactants needed to synthesize it. The reactants are: BrCC(C1C=CC(C[C@H](NC(=O)[C:18]2[CH:23]=[CH:22][C:21]([O:24][CH:25]([CH3:27])[CH3:26])=[C:20]([C:28]#[N:29])[CH:19]=2)CCO)=CC=1)=O.N[C:32]1C(C)=CC=CN=1.[C:39]([O-:42])(O)=[O:40].[Na+].